From a dataset of Full USPTO retrosynthesis dataset with 1.9M reactions from patents (1976-2016). Predict the reactants needed to synthesize the given product. Given the product [CH:1]1([C:4]2[CH:9]=[CH:8][N:7]=[CH:6][C:5]=2[N:10]2[CH2:14][CH2:13][N:12]([C:17]3[CH:26]=[CH:25][C:20]4[S:21][CH:22]=[C:23]([CH3:24])[C:19]=4[CH:18]=3)[C:11]2=[O:15])[CH2:3][CH2:2]1, predict the reactants needed to synthesize it. The reactants are: [CH:1]1([C:4]2[CH:9]=[CH:8][N:7]=[CH:6][C:5]=2[N:10]2[CH2:14][CH2:13][NH:12][C:11]2=[O:15])[CH2:3][CH2:2]1.Br[C:17]1[CH:26]=[CH:25][C:20]2[S:21][CH:22]=[C:23]([CH3:24])[C:19]=2[CH:18]=1.CN[C@@H]1CCCC[C@H]1NC.P([O-])([O-])([O-])=O.[K+].[K+].[K+].